Predict the reaction yield, written as a fraction of the theoretical maximum amount of product (1.0 means a 100% yield; for example, 0.34 means a 34% yield). From a dataset of Reaction yield outcomes from USPTO patents with 853,638 reactions. (1) The reactants are [Li]CCCC.[CH3:6][C:7]1[C:11]2[CH:12]=[CH:13][CH:14]=[CH:15][C:10]=2[O:9][CH:8]=1.[Cl:16][CH2:17][CH2:18][CH2:19]I.[NH4+].[Cl-]. The catalyst is C1COCC1.[Cu]I. The product is [Cl:16][CH2:17][CH2:18][CH2:19][C:8]1[O:9][C:10]2[CH:15]=[CH:14][CH:13]=[CH:12][C:11]=2[C:7]=1[CH3:6]. The yield is 0.0600. (2) The reactants are [Br:1][C:2]1[C:3](S(C)(=O)=O)=[N:4][C:5]([NH:8][C:9]2[CH:14]=[CH:13][C:12]([F:15])=[C:11]([Cl:16])[CH:10]=2)=[N:6][CH:7]=1.C(N(CC)C(C)C)(C)C.[NH:30]1[CH2:35][CH2:34][O:33][CH2:32][CH2:31]1.O. The catalyst is CN1C(=O)CCC1. The product is [Br:1][C:2]1[C:3]([N:30]2[CH2:35][CH2:34][O:33][CH2:32][CH2:31]2)=[N:4][C:5]([NH:8][C:9]2[CH:14]=[CH:13][C:12]([F:15])=[C:11]([Cl:16])[CH:10]=2)=[N:6][CH:7]=1. The yield is 0.800. (3) The reactants are Br[C:2]1[CH:7]=[CH:6][C:5]([N:8]2[C:20]3[CH:19]=[CH:18][C:17]([C:21]4[CH:22]=[CH:23][C:24]5[N:25]([C:34]6[CH:39]=[CH:38][CH:37]=[CH:36][CH:35]=6)[C:26]6[C:31]([C:32]=5[CH:33]=4)=[CH:30][CH:29]=[CH:28][CH:27]=6)=[CH:16][C:15]=3[C:14]3[C:9]2=[CH:10][CH:11]=[CH:12][CH:13]=3)=[CH:4][CH:3]=1.[C:40]1([CH3:46])[CH:45]=[CH:44][CH:43]=[CH:42][CH:41]=1.C(=O)([O-])[O-].[K+].[K+]. The catalyst is C1C=CC([P]([Pd]([P](C2C=CC=CC=2)(C2C=CC=CC=2)C2C=CC=CC=2)([P](C2C=CC=CC=2)(C2C=CC=CC=2)C2C=CC=CC=2)[P](C2C=CC=CC=2)(C2C=CC=CC=2)C2C=CC=CC=2)(C2C=CC=CC=2)C2C=CC=CC=2)=CC=1.C(O)C. The product is [C:34]1([N:25]2[C:24]3[CH:23]=[CH:22][C:21]([C:17]4[CH:18]=[CH:19][C:20]5[N:8]([C:5]6[CH:6]=[CH:7][C:2]([C:12]7[CH:11]=[CH:10][C:9]8[N:8]([C:5]9[CH:6]=[CH:7][CH:2]=[CH:3][CH:4]=9)[C:45]9[C:40]([C:46]=8[CH:13]=7)=[CH:41][CH:42]=[CH:43][CH:44]=9)=[CH:3][CH:4]=6)[C:9]6[C:14]([C:15]=5[CH:16]=4)=[CH:13][CH:12]=[CH:11][CH:10]=6)=[CH:33][C:32]=3[C:31]3[C:26]2=[CH:27][CH:28]=[CH:29][CH:30]=3)[CH:39]=[CH:38][CH:37]=[CH:36][CH:35]=1. The yield is 0.480. (4) The reactants are [F:1][C:2]1[CH:39]=[CH:38][C:5]2[N:6]=[C:7]([NH:9][C:10]3[CH:15]=[CH:14][C:13]([C:16]4[CH:21]=[CH:20][C:19]([C:22]([NH:24][C@H:25]([C:29]([O:31]CCCC)=[O:30])[CH:26]([CH3:28])[CH3:27])=[O:23])=[C:18]([O:36][CH3:37])[CH:17]=4)=[CH:12][CH:11]=3)[S:8][C:4]=2[CH:3]=1.CO.O.[Li+].[OH-]. The catalyst is C1COCC1. The product is [F:1][C:2]1[CH:39]=[CH:38][C:5]2[N:6]=[C:7]([NH:9][C:10]3[CH:11]=[CH:12][C:13]([C:16]4[CH:21]=[CH:20][C:19]([C:22]([NH:24][C@H:25]([C:29]([OH:31])=[O:30])[CH:26]([CH3:28])[CH3:27])=[O:23])=[C:18]([O:36][CH3:37])[CH:17]=4)=[CH:14][CH:15]=3)[S:8][C:4]=2[CH:3]=1. The yield is 0.910. (5) The reactants are [CH2:1]([O:8][C:9]1[C:10]([N+:16]([O-])=O)=[N:11][C:12]([Br:15])=[CH:13][CH:14]=1)[C:2]1[CH:7]=[CH:6][CH:5]=[CH:4][CH:3]=1. The catalyst is C(O)(=O)C.[Fe]. The product is [CH2:1]([O:8][C:9]1[C:10]([NH2:16])=[N:11][C:12]([Br:15])=[CH:13][CH:14]=1)[C:2]1[CH:7]=[CH:6][CH:5]=[CH:4][CH:3]=1. The yield is 0.710. (6) The reactants are Cl[C:2]1[CH:7]=[C:6]([NH:8][C:9]2[CH:19]=[CH:18][CH:17]=[CH:16][C:10]=2[C:11]([NH:13][O:14][CH3:15])=[O:12])[C:5]([Cl:20])=[CH:4][N:3]=1.[CH3:21][N:22]1[C:26]([CH3:27])=[C:25]([NH2:28])[CH:24]=[N:23]1.C(=O)([O-])[O-].[Cs+].[Cs+].C1C=CC(P(C2C(C3C(P(C4C=CC=CC=4)C4C=CC=CC=4)=CC=C4C=3C=CC=C4)=C3C(C=CC=C3)=CC=2)C2C=CC=CC=2)=CC=1. The catalyst is C([O-])(=O)C.[Pd+2].C([O-])(=O)C.O1CCOCC1.C1COCC1. The product is [Cl:20][C:5]1[C:6]([NH:8][C:9]2[CH:19]=[CH:18][CH:17]=[CH:16][C:10]=2[C:11]([NH:13][O:14][CH3:15])=[O:12])=[CH:7][C:2]([NH:28][C:25]2[CH:24]=[N:23][N:22]([CH3:21])[C:26]=2[CH3:27])=[N:3][CH:4]=1. The yield is 0.0730. (7) The reactants are [Li][NH2:2].Br[C:4]1[CH:9]=[CH:8][CH:7]=[CH:6][C:5]=1[CH:10]([CH3:12])[CH3:11].Cl.C([O-])(O)=O.[Na+]. The catalyst is COCCOC. The product is [CH:10]([C:5]1[CH:6]=[CH:7][CH:8]=[CH:9][C:4]=1[NH2:2])([CH3:12])[CH3:11]. The yield is 0.820. (8) The reactants are Cl[C:2]1[N:7]=[CH:6][C:5]([CH2:8][N:9]2[CH2:14][CH2:13][N:12]([CH3:15])[CH2:11][CH2:10]2)=[CH:4][CH:3]=1.C1(P(C2CCCCC2)C2C=CC=CC=2C2C=CC=CC=2)CCCCC1.C[Si]([N-:45][Si](C)(C)C)(C)C.[Li+]. The yield is 0.259. The product is [CH3:15][N:12]1[CH2:13][CH2:14][N:9]([CH2:8][C:5]2[CH:4]=[CH:3][C:2]([NH2:45])=[N:7][CH:6]=2)[CH2:10][CH2:11]1. The catalyst is C1COCC1.C1C=CC(/C=C/C(/C=C/C2C=CC=CC=2)=O)=CC=1.C1C=CC(/C=C/C(/C=C/C2C=CC=CC=2)=O)=CC=1.C1C=CC(/C=C/C(/C=C/C2C=CC=CC=2)=O)=CC=1.[Pd].[Pd]. (9) The reactants are [Br:1][C:2]1[CH:3]=[C:4]2[C:8](=[CH:9][CH:10]=1)[NH:7][CH:6]=[CH:5]2.P(Cl)(Cl)(Cl)=O.CN([CH:19]=[O:20])C. No catalyst specified. The product is [Br:1][C:2]1[CH:3]=[C:4]2[C:8](=[CH:9][CH:10]=1)[NH:7][CH:6]=[C:5]2[CH:19]=[O:20]. The yield is 0.960.